From a dataset of Catalyst prediction with 721,799 reactions and 888 catalyst types from USPTO. Predict which catalyst facilitates the given reaction. (1) Reactant: [Cl:1][C:2]1[CH:10]=[C:9]([C:11]([NH:13][CH:14]([C:16]2[NH:20][C:19]3[CH:21]=[CH:22][C:23]([Cl:25])=[CH:24][C:18]=3[N:17]=2)[CH3:15])=[O:12])[CH:8]=[CH:7][C:3]=1[C:4]([OH:6])=O.[CH:26]1([N:32]([CH2:34][CH:35]2[CH2:40][CH2:39][CH2:38][CH2:37][NH:36]2)[CH3:33])[CH2:31][CH2:30][CH2:29][CH2:28][CH2:27]1.C(N(C(C)C)CC)(C)C.ClCl. Product: [Cl:1][C:2]1[CH:10]=[C:9]([CH:8]=[CH:7][C:3]=1[C:4]([N:36]1[CH2:37][CH2:38][CH2:39][CH2:40][CH:35]1[CH2:34][N:32]([CH:26]1[CH2:31][CH2:30][CH2:29][CH2:28][CH2:27]1)[CH3:33])=[O:6])[C:11]([NH:13][CH:14]([C:16]1[NH:20][C:19]2[CH:21]=[CH:22][C:23]([Cl:25])=[CH:24][C:18]=2[N:17]=1)[CH3:15])=[O:12]. The catalyst class is: 16. (2) Reactant: [N+:1]([C:4]1[CH:5]=[C:6]([OH:10])[CH:7]=[CH:8][CH:9]=1)([O-:3])=[O:2].C(=O)([O-])[O-].[K+].[K+].S([O-])(=O)(=O)C.[CH2:22]([N:24]([CH:27](O)[CH2:28][CH3:29])[CH2:25][CH3:26])[CH3:23]. Product: [CH2:22]([N:24]([CH2:25][CH3:26])[CH2:27][CH2:28][CH2:29][O:10][C:6]1[CH:7]=[CH:8][CH:9]=[C:4]([N+:1]([O-:3])=[O:2])[CH:5]=1)[CH3:23]. The catalyst class is: 18. (3) Reactant: [C:1](Cl)(=[O:3])[CH3:2].Cl.[CH2:6]([N:8]1[C:12]2[N:13]=[CH:14][C:15]([C:24]3[O:28][N:27]=[C:26]([CH2:29][CH:30]4[CH2:35][CH2:34][NH:33][CH2:32][CH2:31]4)[N:25]=3)=[C:16]([NH:17][CH:18]3[CH2:23][CH2:22][O:21][CH2:20][CH2:19]3)[C:11]=2[CH:10]=[N:9]1)[CH3:7].C(N(C(C)C)CC)(C)C. Product: [C:1]([N:33]1[CH2:34][CH2:35][CH:30]([CH2:29][C:26]2[N:25]=[C:24]([C:15]3[CH:14]=[N:13][C:12]4[N:8]([CH2:6][CH3:7])[N:9]=[CH:10][C:11]=4[C:16]=3[NH:17][CH:18]3[CH2:19][CH2:20][O:21][CH2:22][CH2:23]3)[O:28][N:27]=2)[CH2:31][CH2:32]1)(=[O:3])[CH3:2]. The catalyst class is: 22. (4) Reactant: [Br:1][C:2]1[CH:3]=[C:4]([C:8]#[C:9][C:10]2[CH:15]=[CH:14][N:13]=[CH:12][CH:11]=2)[CH:5]=[CH:6][CH:7]=1.C([O-])(O)=[O:17].[Na+].[O-]S([O-])(=O)=O.[Mg+2].[Mn]([O-])(=O)(=O)=O.[K+].[OH2:33]. Product: [Br:1][C:2]1[CH:3]=[C:4]([C:8](=[O:17])[C:9]([C:10]2[CH:15]=[CH:14][N:13]=[CH:12][CH:11]=2)=[O:33])[CH:5]=[CH:6][CH:7]=1. The catalyst class is: 21. (5) Reactant: [CH3:1][O:2][C:3](=[O:27])[CH2:4][O:5][C:6]1[CH:15]=[CH:14][C:13]([Cl:16])=[C:12]2[C:7]=1[C:8]([CH3:26])=[C:9]([CH2:18][C:19]1[CH:24]=[CH:23][C:22]([F:25])=[CH:21][CH:20]=1)[C:10](=[O:17])[NH:11]2.CN(C)C=O.C(=O)([O-])[O-].[K+].[K+].I[CH:40]([CH3:42])[CH3:41]. Product: [CH3:1][O:2][C:3](=[O:27])[CH2:4][O:5][C:6]1[CH:15]=[CH:14][C:13]([Cl:16])=[C:12]2[C:7]=1[C:8]([CH3:26])=[C:9]([CH2:18][C:19]1[CH:20]=[CH:21][C:22]([F:25])=[CH:23][CH:24]=1)[C:10]([O:17][CH:40]([CH3:42])[CH3:41])=[N:11]2. The catalyst class is: 6.